From a dataset of Retrosynthesis with 50K atom-mapped reactions and 10 reaction types from USPTO. Predict the reactants needed to synthesize the given product. (1) Given the product CN(C)S(=O)(=O)Oc1ccccc1S(N)(=O)=O, predict the reactants needed to synthesize it. The reactants are: CN(C)S(=O)(=O)Cl.NS(=O)(=O)c1ccccc1O. (2) Given the product Cc1nc2cccc(N)c2c(=O)n1[C@@]1(C)CCC(=O)NC1=O, predict the reactants needed to synthesize it. The reactants are: Cc1nc2cccc([N+](=O)[O-])c2c(=O)n1[C@@]1(C)CCC(=O)NC1=O. (3) Given the product CC(=O)NC(C)(C)c1ccc(N2CC(Oc3ccc(OCC4CC4)cc3)C2)cc1, predict the reactants needed to synthesize it. The reactants are: CC(=O)NC(C)(C)c1ccc(Br)cc1.c1cc(OC2CNC2)ccc1OCC1CC1. (4) Given the product N#Cc1cncnc1NC(=O)c1nn(Cc2ccccc2F)c2ncccc12, predict the reactants needed to synthesize it. The reactants are: N#Cc1cncnc1N.O=C(O)c1nn(Cc2ccccc2F)c2ncccc12. (5) Given the product Oc1nncc2cc(Nc3ccc(F)cc3)ccc12, predict the reactants needed to synthesize it. The reactants are: Nc1ccc(F)cc1.Oc1nncc2cc(Br)ccc12. (6) Given the product CCOC(=O)c1cn([C@H](CO)C(C)(C)C)c2nc(F)c(I)cc2c1=O, predict the reactants needed to synthesize it. The reactants are: CCOC(=O)C(=CN[C@H](CO)C(C)(C)C)C(=O)c1cc(I)c(F)nc1F.